Dataset: Forward reaction prediction with 1.9M reactions from USPTO patents (1976-2016). Task: Predict the product of the given reaction. (1) Given the reactants [Cl:1][C:2]1[CH:3]=[CH:4][C:5]([F:32])=[C:6]([C:8]2[CH:13]=[CH:12][C:11]([CH2:14][N:15]([CH2:26][C@@H:27]([OH:31])[C:28]([OH:30])=[O:29])[NH:16][C:17]([C:19]3[O:23][N:22]=[C:21]([O:24][CH3:25])[CH:20]=3)=[O:18])=[CH:10][CH:9]=2)[CH:7]=1.[C:33](=[O:41])([O:37][CH:38]([CH3:40])[CH3:39])[O:34][CH2:35]Cl.[Na+].[I-].N1C=CC=CC=1, predict the reaction product. The product is: [CH:38]([O:37][C:33]([O:34][CH2:35][O:29][C:28](=[O:30])[C@H:27]([OH:31])[CH2:26][N:15]([CH2:14][C:11]1[CH:10]=[CH:9][C:8]([C:6]2[CH:7]=[C:2]([Cl:1])[CH:3]=[CH:4][C:5]=2[F:32])=[CH:13][CH:12]=1)[NH:16][C:17]([C:19]1[O:23][N:22]=[C:21]([O:24][CH3:25])[CH:20]=1)=[O:18])=[O:41])([CH3:40])[CH3:39]. (2) Given the reactants NCCCCCC(N[C@@H](CC(C)C)C(NCC(N[C@@H](CCCCNC(=O)C(F)(F)F)C(N[C@@H](CC1C=CC=CC=1)C(NC)=O)=O)=O)=O)=O.[CH:49]1[C:54](C(O)=O)=[CH:53][C:52]2[C:58]([O:60][C:61]3([C:71]4[CH:72]=[CH:73][C:74]([OH:76])=[CH:75][C:70]=4[O:69][C:63]4[CH:64]=[C:65]([OH:68])[CH:66]=[CH:67][C:62]3=4)[C:51]=2[CH:50]=1)=[O:59].F[P-](F)(F)(F)(F)F.N1(O[P+](N(C)C)(N(C)C)N(C)C)C2C=CC=CC=2N=N1.C(N(CC)CC)C, predict the reaction product. The product is: [OH:68][C:65]1[CH:64]=[C:63]2[C:62](=[CH:67][CH:66]=1)[C:61]([C:51]1[CH:50]=[CH:49][CH:54]=[CH:53][C:52]=1[C:58]([OH:60])=[O:59])=[C:71]1[C:70](=[CH:75][C:74](=[O:76])[CH:73]=[CH:72]1)[O:69]2. (3) Given the reactants [Cl:1][C:2]1[C:3]([C:9]#[N:10])=[N:4][CH:5]=[C:6](Cl)[CH:7]=1.CC1(C)C(C)(C)OB([C:19]2[CH:24]=[CH:23][CH:22]=[CH:21][CH:20]=2)O1.C(=O)([O-])[O-].[Na+].[Na+], predict the reaction product. The product is: [Cl:1][C:2]1[C:3]([C:9]#[N:10])=[N:4][CH:5]=[C:6]([C:19]2[CH:24]=[CH:23][CH:22]=[CH:21][CH:20]=2)[CH:7]=1. (4) Given the reactants [CH3:1][C:2]1[CH:3]=[C:4]([CH:7]=[C:8]([CH3:11])[C:9]=1[OH:10])[CH:5]=O.Br[CH2:13][CH2:14][N:15]1C(=O)C2=CC=CC=C2C1=O.C([O-])([O-])=O.[K+].[K+].[Na+].[I-].CCOCC.[NH2:39][C:40]1[CH:48]=[C:47]([O:49][CH3:50])[CH:46]=[C:45]([O:51][CH3:52])[C:41]=1[C:42]([NH2:44])=[O:43].OS([O-])=O.[Na+].CC1C=[CH:61][C:62]([S:65]([OH:68])(=[O:67])=O)=[CH:63]C=1.O, predict the reaction product. The product is: [CH3:52][O:51][C:45]1[CH:46]=[C:47]([O:49][CH3:50])[CH:48]=[C:40]2[C:41]=1[C:42](=[O:43])[NH:44][C:5]([C:4]1[CH:3]=[C:2]([CH3:1])[C:9]([O:10][CH2:13][CH2:14][NH:15][S:65]([CH:62]([CH3:61])[CH3:63])(=[O:67])=[O:68])=[C:8]([CH3:11])[CH:7]=1)=[N:39]2. (5) Given the reactants [C:1]1([C@:7]23[CH2:12][C@H:11]2[CH2:10][O:9][C:8]3=[O:13])[CH:6]=[CH:5][CH:4]=[CH:3][CH:2]=1.[Al+3].[Cl-].[Cl-].[Cl-].[CH2:18]([NH:25][CH3:26])[C:19]1[CH:24]=[CH:23][CH:22]=[CH:21][CH:20]=1, predict the reaction product. The product is: [CH2:18]([N:25]([CH3:26])[C:8]([C@@:7]1([C:1]2[CH:6]=[CH:5][CH:4]=[CH:3][CH:2]=2)[CH2:12][C@H:11]1[CH2:10][OH:9])=[O:13])[C:19]1[CH:24]=[CH:23][CH:22]=[CH:21][CH:20]=1. (6) Given the reactants [C:1]([C:3]1[CH:8]=[CH:7][C:6]([C:9]2[N:13]3[N:14]=[C:15]([C:18]4[CH:40]=[CH:39][C:21]([C:22]([N:24]5[CH2:29][CH2:28][C:27]([NH:31]C(=O)OC(C)(C)C)([CH3:30])[CH2:26][CH2:25]5)=[O:23])=[CH:20][CH:19]=4)[CH:16]=[CH:17][C:12]3=[N:11][CH:10]=2)=[CH:5][CH:4]=1)#[N:2].C(O)(C(F)(F)F)=O, predict the reaction product. The product is: [NH2:31][C:27]1([CH3:30])[CH2:26][CH2:25][N:24]([C:22]([C:21]2[CH:20]=[CH:19][C:18]([C:15]3[CH:16]=[CH:17][C:12]4[N:13]([C:9]([C:6]5[CH:7]=[CH:8][C:3]([C:1]#[N:2])=[CH:4][CH:5]=5)=[CH:10][N:11]=4)[N:14]=3)=[CH:40][CH:39]=2)=[O:23])[CH2:29][CH2:28]1. (7) Given the reactants [Br:1][C:2]1[C:3]([NH:9][CH2:10][CH2:11][CH2:12][NH:13][CH3:14])=[N:4][C:5]([Cl:8])=[N:6][CH:7]=1.[CH:15]1([C:19](Cl)=[O:20])[CH2:18][CH2:17][CH2:16]1.C(N(CC)CC)C, predict the reaction product. The product is: [Br:1][C:2]1[C:3]([NH:9][CH2:10][CH2:11][CH2:12][N:13]([CH3:14])[C:19]([CH:15]2[CH2:18][CH2:17][CH2:16]2)=[O:20])=[N:4][C:5]([Cl:8])=[N:6][CH:7]=1.